The task is: Predict the reactants needed to synthesize the given product.. This data is from Full USPTO retrosynthesis dataset with 1.9M reactions from patents (1976-2016). (1) Given the product [F:17][C:7]1[CH:6]=[C:5]([CH:10]=[CH:9][C:8]=1[C:11]1[CH:16]=[CH:15][CH:14]=[CH:13][CH:12]=1)[C:18]([OH:20])=[O:19], predict the reactants needed to synthesize it. The reactants are: [Mg].II.Br[C:5]1[CH:10]=[CH:9][C:8]([C:11]2[CH:16]=[CH:15][CH:14]=[CH:13][CH:12]=2)=[C:7]([F:17])[CH:6]=1.[C:18](=[O:20])=[O:19]. (2) Given the product [F:3][C:4]1[CH:9]=[CH:8][C:7]([NH:10][C:11]2[N:20]=[CH:19][CH:18]=[CH:17][C:12]=2[C:13]([OH:15])=[O:14])=[CH:6][C:5]=1[O:21][CH3:22], predict the reactants needed to synthesize it. The reactants are: [OH-].[Li+].[F:3][C:4]1[CH:9]=[CH:8][C:7]([NH:10][C:11]2[N:20]=[CH:19][CH:18]=[CH:17][C:12]=2[C:13]([O:15]C)=[O:14])=[CH:6][C:5]=1[O:21][CH3:22].